The task is: Predict which catalyst facilitates the given reaction.. This data is from Catalyst prediction with 721,799 reactions and 888 catalyst types from USPTO. Reactant: [Cl:1][C:2]1[C:11]2[C:6](=[CH:7][C:8]([CH2:14][CH3:15])=[N:9][C:10]=2[CH2:12][CH3:13])[NH:5][C:4](=[O:16])[CH:3]=1.C(=O)([O-])[O-].[K+].[K+].[CH3:23][C:24]1[C:25]([N:30]([CH2:53][O:54][CH2:55][CH2:56][O:57][CH3:58])[S:31]([C:34]2[S:35][C:36]([CH3:52])=[CH:37][C:38]=2[C:39]2[CH:50]=[CH:49][C:42]([CH2:43]OS(C)(=O)=O)=[CH:41][C:40]=2[CH3:51])(=[O:33])=[O:32])=[N:26][O:27][C:28]=1[CH3:29]. Product: [CH3:23][C:24]1[C:25]([N:30]([CH2:53][O:54][CH2:55][CH2:56][O:57][CH3:58])[S:31]([C:34]2[S:35][C:36]([CH3:52])=[CH:37][C:38]=2[C:39]2[CH:50]=[CH:49][C:42]([CH2:43][N:5]3[C:6]4[C:11](=[C:10]([CH2:12][CH3:13])[N:9]=[C:8]([CH2:14][CH3:15])[CH:7]=4)[C:2]([Cl:1])=[CH:3][C:4]3=[O:16])=[CH:41][C:40]=2[CH3:51])(=[O:33])=[O:32])=[N:26][O:27][C:28]=1[CH3:29]. The catalyst class is: 9.